Task: Predict which catalyst facilitates the given reaction.. Dataset: Catalyst prediction with 721,799 reactions and 888 catalyst types from USPTO Reactant: [C:1]1([C:7]2[N:16]3[C:10]([CH2:11][C:12](=[O:21])[NH:13][C:14]4[CH:20]=[CH:19][CH:18]=[CH:17][C:15]=43)=[N:9][N:8]=2)[CH:6]=[CH:5][CH:4]=[CH:3][CH:2]=1.[H-].[Na+].Br[CH2:25][C:26]([N:28]([CH:35]([CH3:37])[CH3:36])[C:29]1[CH:34]=[CH:33][CH:32]=[CH:31][CH:30]=1)=[O:27]. Product: [CH:35]([N:28]([C:29]1[CH:34]=[CH:33][CH:32]=[CH:31][CH:30]=1)[C:26](=[O:27])[CH2:25][N:13]1[C:12](=[O:21])[CH2:11][C:10]2[N:16]([C:7]([C:1]3[CH:2]=[CH:3][CH:4]=[CH:5][CH:6]=3)=[N:8][N:9]=2)[C:15]2[CH:17]=[CH:18][CH:19]=[CH:20][C:14]1=2)([CH3:37])[CH3:36]. The catalyst class is: 163.